Task: Predict which catalyst facilitates the given reaction.. Dataset: Catalyst prediction with 721,799 reactions and 888 catalyst types from USPTO Reactant: [C:1]([O:5][CH2:6][CH3:7])(=[O:4])[CH:2]=[CH2:3].[CH2:8]([N:15]1[CH2:20][CH2:19][N:18]([CH:21]2[CH2:26][CH2:25][NH:24][CH2:23][CH2:22]2)[CH2:17][CH2:16]1)[C:9]1[CH:14]=[CH:13][CH:12]=[CH:11][CH:10]=1. Product: [CH2:8]([N:15]1[CH2:16][CH2:17][N:18]([CH:21]2[CH2:26][CH2:25][N:24]([CH2:3][CH2:2][C:1]([O:5][CH2:6][CH3:7])=[O:4])[CH2:23][CH2:22]2)[CH2:19][CH2:20]1)[C:9]1[CH:10]=[CH:11][CH:12]=[CH:13][CH:14]=1. The catalyst class is: 14.